From a dataset of Catalyst prediction with 721,799 reactions and 888 catalyst types from USPTO. Predict which catalyst facilitates the given reaction. (1) Reactant: O1CCCCC1[N:7]1[CH:15]=[C:14]2[C:9]([CH:10]=[C:11]([C:17]3[CH:22]=[CH:21][C:20]([O:23]C4CCCCO4)=[CH:19][CH:18]=3)[CH:12]=[C:13]2[NH2:16])=[N:8]1.[Br:30][C:31]1[N:36]=[C:35]([C:37](O)=[O:38])[CH:34]=[CH:33][CH:32]=1.CN(C(ON1N=NC2C=CC=NC1=2)=[N+](C)C)C.F[P-](F)(F)(F)(F)F.CCN(C(C)C)C(C)C. Product: [Br:30][C:31]1[N:36]=[C:35]([C:37]([NH:16][C:13]2[CH:12]=[C:11]([C:17]3[CH:22]=[CH:21][C:20]([OH:23])=[CH:19][CH:18]=3)[CH:10]=[C:9]3[C:14]=2[CH:15]=[N:7][NH:8]3)=[O:38])[CH:34]=[CH:33][CH:32]=1. The catalyst class is: 3. (2) Reactant: Cl[C:2]1[C:11]2[C:6](=[CH:7][CH:8]=[CH:9][CH:10]=2)[C:5]([C:12]([O:14][CH3:15])=[O:13])=[CH:4][N:3]=1.[C:16]([NH:24][NH2:25])(=O)[C:17]1[CH:22]=[CH:21][CH:20]=[CH:19][CH:18]=1.O. Product: [C:17]1([C:16]2[N:3]3[CH:4]=[C:5]([C:12]([O:14][CH3:15])=[O:13])[C:6]4[C:11]([C:2]3=[N:25][N:24]=2)=[CH:10][CH:9]=[CH:8][CH:7]=4)[CH:22]=[CH:21][CH:20]=[CH:19][CH:18]=1. The catalyst class is: 3. (3) Reactant: C([O:6][CH2:7][C@@H:8]1[O:12][C:11](=[O:13])[N:10]([C:14]2[CH:19]=[CH:18][C:17]([N:20]3[CH2:25][CH2:24][O:23][CH2:22][C:21]3=[O:26])=[CH:16][CH:15]=2)[CH2:9]1)(=O)CCC.CO.[OH-].[Na+]. Product: [OH:6][CH2:7][C@@H:8]1[O:12][C:11](=[O:13])[N:10]([C:14]2[CH:19]=[CH:18][C:17]([N:20]3[CH2:25][CH2:24][O:23][CH2:22][C:21]3=[O:26])=[CH:16][CH:15]=2)[CH2:9]1. The catalyst class is: 6. (4) Reactant: [N+](C1C=CC([O:8][C:9]([P:11](=[O:20])([O:16][CH:17]([CH3:19])[CH3:18])[O:12][CH:13]([CH3:15])[CH3:14])=O)=CC=1)([O-])=O.[C:23]1([C:29]([NH:42][C@@H:43]([CH2:46][NH2:47])[CH2:44][OH:45])([C:36]2[CH:41]=[CH:40][CH:39]=[CH:38][CH:37]=2)[C:30]2[CH:35]=[CH:34][CH:33]=[CH:32][CH:31]=2)[CH:28]=[CH:27][CH:26]=[CH:25][CH:24]=1. Product: [CH:13]([O:12][P:11]([C:9]([NH:47][CH2:46][C@H:43]([NH:42][C:29]([C:30]1[CH:35]=[CH:34][CH:33]=[CH:32][CH:31]=1)([C:36]1[CH:37]=[CH:38][CH:39]=[CH:40][CH:41]=1)[C:23]1[CH:24]=[CH:25][CH:26]=[CH:27][CH:28]=1)[CH2:44][OH:45])=[O:8])([O:16][CH:17]([CH3:19])[CH3:18])=[O:20])([CH3:15])[CH3:14]. The catalyst class is: 2. (5) Reactant: [CH2:1]([O:8][C:9]1[CH:17]=[C:16]([O:18][CH2:19][C:20]2[CH:25]=[CH:24][CH:23]=[CH:22][CH:21]=2)[C:15]([CH:26]([CH3:28])[CH3:27])=[CH:14][C:10]=1[C:11](O)=[O:12])[C:2]1[CH:7]=[CH:6][CH:5]=[CH:4][CH:3]=1.[N+:29]([C:32]1[CH:33]=[C:34]2[C:38](=[CH:39][CH:40]=1)[CH2:37][NH:36][CH2:35]2)([O-:31])=[O:30].FC(F)(F)C([O-])=O.CCN=C=NCCCN(C)C.C1C=CC2N(O)N=NC=2C=1.CCN(CC)CC. Product: [CH2:1]([O:8][C:9]1[CH:17]=[C:16]([O:18][CH2:19][C:20]2[CH:21]=[CH:22][CH:23]=[CH:24][CH:25]=2)[C:15]([CH:26]([CH3:28])[CH3:27])=[CH:14][C:10]=1[C:11]([N:36]1[CH2:35][C:34]2[C:38](=[CH:39][CH:40]=[C:32]([N+:29]([O-:31])=[O:30])[CH:33]=2)[CH2:37]1)=[O:12])[C:2]1[CH:3]=[CH:4][CH:5]=[CH:6][CH:7]=1. The catalyst class is: 3. (6) Reactant: [Cl:1][C:2]1[C:3]([O:25][CH2:26][CH2:27][O:28][CH3:29])=[CH:4][C:5]2[CH2:14][CH:13]([CH:15]([CH3:17])[CH3:16])[N:12]3[CH:7]([CH2:8][C:9](=[O:23])[C:10]([C:18]([O:20][CH2:21][CH3:22])=[O:19])=[CH:11]3)[C:6]=2[CH:24]=1.C1(Cl)C(=O)C(Cl)=C(Cl)C(=O)C=1Cl.CCOC(C)=O. Product: [Cl:1][C:2]1[C:3]([O:25][CH2:26][CH2:27][O:28][CH3:29])=[CH:4][C:5]2[CH2:14][CH:13]([CH:15]([CH3:16])[CH3:17])[N:12]3[C:7](=[CH:8][C:9](=[O:23])[C:10]([C:18]([O:20][CH2:21][CH3:22])=[O:19])=[CH:11]3)[C:6]=2[CH:24]=1. The catalyst class is: 57.